From a dataset of Reaction yield outcomes from USPTO patents with 853,638 reactions. Predict the reaction yield, written as a fraction of the theoretical maximum amount of product (1.0 means a 100% yield; for example, 0.34 means a 34% yield). (1) The product is [CH3:1][O:2][C:3](=[O:47])[C:4]1[CH:9]=[CH:8][C:7]([O:10][CH2:11][CH2:12][C:13]2[C:21]3[C:16](=[CH:17][CH:18]=[C:19]([Cl:22])[CH:20]=3)[N:15]([CH:23]([C:30]3[CH:31]=[CH:32][CH:33]=[CH:34][CH:35]=3)[C:24]3[CH:25]=[CH:26][CH:27]=[CH:28][CH:29]=3)[C:14]=2[CH2:36][CH2:37][N:48]=[N+:49]=[N-:50])=[CH:6][C:5]=1[O:43][CH:44]([CH3:46])[CH3:45]. The reactants are [CH3:1][O:2][C:3](=[O:47])[C:4]1[CH:9]=[CH:8][C:7]([O:10][CH2:11][CH2:12][C:13]2[C:21]3[C:16](=[CH:17][CH:18]=[C:19]([Cl:22])[CH:20]=3)[N:15]([CH:23]([C:30]3[CH:35]=[CH:34][CH:33]=[CH:32][CH:31]=3)[C:24]3[CH:29]=[CH:28][CH:27]=[CH:26][CH:25]=3)[C:14]=2[CH2:36][CH2:37]OS(C)(=O)=O)=[CH:6][C:5]=1[O:43][CH:44]([CH3:46])[CH3:45].[N-:48]=[N+:49]=[N-:50].[Na+].O. The yield is 0.940. The catalyst is CN(C=O)C. (2) The reactants are O1[C:5]2([CH2:10][CH2:9][CH:8]([C:11]3[CH:16]=[C:15]([NH2:17])[N:14]4[N:18]=[CH:19][CH:20]=[C:13]4[N:12]=3)[CH2:7][CH2:6]2)[O:4]CC1.CCO.O.O1CCOCC1. The catalyst is C(Cl)Cl. The product is [NH2:17][C:15]1[N:14]2[N:18]=[CH:19][CH:20]=[C:13]2[N:12]=[C:11]([CH:8]2[CH2:7][CH2:6][C:5](=[O:4])[CH2:10][CH2:9]2)[CH:16]=1. The yield is 0.930. (3) The reactants are [Cl:1][C:2]1[CH:7]=[CH:6][C:5]([C:8]2[NH:12][CH:11]=[C:10]([C:13]([OH:15])=O)[C:9]=2[CH3:16])=[C:4]([C:17]([F:20])([F:19])[F:18])[CH:3]=1.C(Cl)(=O)C(Cl)=O.Cl.[CH3:28][S:29]([C:32]1[CH:38]=[CH:37][C:35]([NH2:36])=[CH:34][CH:33]=1)(=[O:31])=[O:30].CCN(C(C)C)C(C)C. The catalyst is ClCCl.C(OCC)(=O)C.C1COCC1. The product is [Cl:1][C:2]1[CH:7]=[CH:6][C:5]([C:8]2[NH:12][CH:11]=[C:10]([C:13]([NH:36][C:35]3[CH:34]=[CH:33][C:32]([S:29]([CH3:28])(=[O:31])=[O:30])=[CH:38][CH:37]=3)=[O:15])[C:9]=2[CH3:16])=[C:4]([C:17]([F:20])([F:19])[F:18])[CH:3]=1. The yield is 0.440. (4) The reactants are [H-].[Na+].[Cl-].[F:4][C:5]([F:35])([F:34])[C:6]1[CH:33]=[CH:32][C:9](/[CH:10]=[CH:11]/[CH2:12][P+](C2C=CC=CC=2)(C2C=CC=CC=2)C2C=CC=CC=2)=[CH:8][CH:7]=1.[Cl:36][C:37]1[CH:52]=[CH:51][C:40]([CH2:41][S:42][C@H:43]2[CH2:48][CH2:47][C@H:46]([CH:49]=O)[CH2:45][CH2:44]2)=[CH:39][CH:38]=1. The catalyst is CCCCCC.CS(C)=O.C1(C)C=CC=CC=1. The product is [F:35][C:5]([F:4])([F:34])[C:6]1[CH:7]=[CH:8][C:9](/[CH:10]=[CH:11]/[CH:12]=[CH:49]/[C@H:46]2[CH2:45][CH2:44][C@H:43]([S:42][CH2:41][C:40]3[CH:51]=[CH:52][C:37]([Cl:36])=[CH:38][CH:39]=3)[CH2:48][CH2:47]2)=[CH:32][CH:33]=1. The yield is 0.310. (5) The reactants are [C:1]([NH:4][NH:5][C:6](=O)[CH2:7][CH2:8][C@@:9]1([C:25]2[CH:30]=[CH:29][CH:28]=[CH:27][CH:26]=2)[O:14][C:13](=[O:15])[N:12]([C@H:16]([C:18]2[CH:23]=[CH:22][C:21]([Br:24])=[CH:20][CH:19]=2)[CH3:17])[CH2:11][CH2:10]1)(=[O:3])[CH3:2].CC[N+](S(N=C(OC)[O-])(=O)=O)(CC)CC. The catalyst is C1COCC1. The product is [Br:24][C:21]1[CH:20]=[CH:19][C:18]([C@@H:16]([N:12]2[CH2:11][CH2:10][C@:9]([CH2:8][CH2:7][C:6]3[O:3][C:1]([CH3:2])=[N:4][N:5]=3)([C:25]3[CH:30]=[CH:29][CH:28]=[CH:27][CH:26]=3)[O:14][C:13]2=[O:15])[CH3:17])=[CH:23][CH:22]=1. The yield is 0.590. (6) The reactants are Br[C:2]1[S:6][C:5]([C:7]([N:9]([CH2:11][C:12]2[CH:17]=[CH:16][CH:15]=[C:14]([OH:18])[CH:13]=2)[CH3:10])=[O:8])=[CH:4][CH:3]=1.[F:19][C:20]1[CH:21]=[C:22](B(O)O)[CH:23]=[CH:24][CH:25]=1. The catalyst is [Pd].C1(P(C2C=CC=CC=2)C2C=CC=CC=2)C=CC=CC=1.C1(P(C2C=CC=CC=2)C2C=CC=CC=2)C=CC=CC=1.C1(P(C2C=CC=CC=2)C2C=CC=CC=2)C=CC=CC=1.C1(P(C2C=CC=CC=2)C2C=CC=CC=2)C=CC=CC=1. The product is [F:19][C:20]1[CH:25]=[C:24]([C:2]2[S:6][C:5]([C:7]([N:9]([CH2:11][C:12]3[CH:17]=[CH:16][CH:15]=[C:14]([OH:18])[CH:13]=3)[CH3:10])=[O:8])=[CH:4][CH:3]=2)[CH:23]=[CH:22][CH:21]=1. The yield is 0.780. (7) The reactants are ON[CH2:3][C:4]([NH:6][C:7]1[CH:15]=[CH:14][CH:13]=[C:12]2[C:8]=1[CH2:9][CH2:10][CH2:11]2)=[O:5].CS(O)(=O)=[O:18]. No catalyst specified. The product is [NH:6]1[C:7]2[C:15](=[CH:14][CH:13]=[C:12]3[C:8]=2[CH2:9][CH2:10][CH2:11]3)[C:3](=[O:18])[C:4]1=[O:5]. The yield is 0.720.